Task: Regression. Given two drug SMILES strings and cell line genomic features, predict the synergy score measuring deviation from expected non-interaction effect.. Dataset: NCI-60 drug combinations with 297,098 pairs across 59 cell lines (1) Drug 1: C1CC(=O)NC(=O)C1N2CC3=C(C2=O)C=CC=C3N. Drug 2: B(C(CC(C)C)NC(=O)C(CC1=CC=CC=C1)NC(=O)C2=NC=CN=C2)(O)O. Cell line: LOX IMVI. Synergy scores: CSS=5.54, Synergy_ZIP=-3.79, Synergy_Bliss=-5.91, Synergy_Loewe=-2.23, Synergy_HSA=-2.23. (2) Drug 1: C1CN1C2=NC(=NC(=N2)N3CC3)N4CC4. Drug 2: C#CCC(CC1=CN=C2C(=N1)C(=NC(=N2)N)N)C3=CC=C(C=C3)C(=O)NC(CCC(=O)O)C(=O)O. Cell line: COLO 205. Synergy scores: CSS=27.3, Synergy_ZIP=2.12, Synergy_Bliss=1.86, Synergy_Loewe=-0.659, Synergy_HSA=-0.295. (3) Drug 1: CC1=CC=C(C=C1)C2=CC(=NN2C3=CC=C(C=C3)S(=O)(=O)N)C(F)(F)F. Drug 2: C1CNP(=O)(OC1)N(CCCl)CCCl. Cell line: HCC-2998. Synergy scores: CSS=4.15, Synergy_ZIP=-6.84, Synergy_Bliss=-14.9, Synergy_Loewe=-2.56, Synergy_HSA=-11.5.